From a dataset of Full USPTO retrosynthesis dataset with 1.9M reactions from patents (1976-2016). Predict the reactants needed to synthesize the given product. Given the product [CH2:11]([O:10][C:8]([C:7]1[C:2]([Cl:1])=[CH:3][C:20](=[O:19])[N:5]([CH3:4])[CH:6]=1)=[O:9])[CH3:12], predict the reactants needed to synthesize it. The reactants are: [Cl:1][C:2]1[C:7]([C:8]([O:10][CH2:11][CH3:12])=[O:9])=[CH:6][N:5]=[C:4](Cl)[CH:3]=1.S([O:19][CH3:20])(OC)(=O)=O.